This data is from Full USPTO retrosynthesis dataset with 1.9M reactions from patents (1976-2016). The task is: Predict the reactants needed to synthesize the given product. (1) Given the product [O:1]1[CH2:6][CH2:5][CH:4]([C:7]([O:9][CH3:11])=[O:8])[CH2:3][CH2:2]1, predict the reactants needed to synthesize it. The reactants are: [O:1]1[CH2:6][CH2:5][CH:4]([C:7]([OH:9])=[O:8])[CH2:3][CH2:2]1.O.[CH3:11]C1C=CC(S(O)(=O)=O)=CC=1. (2) Given the product [C:20]1([N:19]2[C:15]([N:8]3[CH2:9][C:10]4([CH2:13][NH:12][CH2:11]4)[CH2:7]3)=[N:16][N:17]=[N:18]2)[CH:21]=[CH:22][CH:23]=[CH:24][CH:25]=1, predict the reactants needed to synthesize it. The reactants are: C(=O)([O-])[O-].[K+].[K+].[CH2:7]1[C:10]2([CH2:13][NH:12][CH2:11]2)[CH2:9][NH:8]1.Cl[C:15]1[N:19]([C:20]2[CH:25]=[CH:24][CH:23]=[CH:22][CH:21]=2)[N:18]=[N:17][N:16]=1. (3) Given the product [CH3:24][C:25]1[CH:30]=[CH:29][N:28]2[CH:31]=[C:32]([CH2:34][N:11]([CH:9]3[C:10]4[N:1]=[CH:2][CH:3]=[CH:4][C:5]=4[CH2:6][CH2:7][CH2:8]3)[CH2:12][CH2:13][CH2:14][CH2:15][NH2:16])[N:33]=[C:27]2[CH:26]=1, predict the reactants needed to synthesize it. The reactants are: [N:1]1[C:10]2[CH:9]([NH:11][CH2:12][CH2:13][CH2:14][CH2:15][NH:16]C(=O)OC(C)(C)C)[CH2:8][CH2:7][CH2:6][C:5]=2[CH:4]=[CH:3][CH:2]=1.[CH3:24][C:25]1[CH:30]=[CH:29][N:28]2[CH:31]=[C:32]([CH:34]=O)[N:33]=[C:27]2[CH:26]=1. (4) Given the product [Br:35][C:36]1[CH:43]=[CH:42][CH:41]=[CH:40][C:37]=1[CH2:38][O:1][CH:2]1[CH:7]([C:8]2[CH:13]=[CH:12][C:11]([O:14][CH2:15][CH2:16][CH2:17][O:18][CH2:19][C:20]3[CH:25]=[CH:24][CH:23]=[CH:22][C:21]=3[O:26][CH3:27])=[CH:10][CH:9]=2)[CH2:6][CH2:5][N:4]([C:28]([O:30][C:31]([CH3:34])([CH3:33])[CH3:32])=[O:29])[CH2:3]1, predict the reactants needed to synthesize it. The reactants are: [OH:1][CH:2]1[CH:7]([C:8]2[CH:13]=[CH:12][C:11]([O:14][CH2:15][CH2:16][CH2:17][O:18][CH2:19][C:20]3[CH:25]=[CH:24][CH:23]=[CH:22][C:21]=3[O:26][CH3:27])=[CH:10][CH:9]=2)[CH2:6][CH2:5][N:4]([C:28]([O:30][C:31]([CH3:34])([CH3:33])[CH3:32])=[O:29])[CH2:3]1.[Br:35][C:36]1[CH:43]=[CH:42][CH:41]=[CH:40][C:37]=1[CH2:38]Br. (5) Given the product [NH2:17][C:2]1[C:6]([C:7]2[CH:12]=[CH:11][CH:10]=[CH:9][CH:8]=2)=[N:5][S:4][N:3]=1, predict the reactants needed to synthesize it. The reactants are: Cl[C:2]1[C:6]([C:7]2[CH:12]=[CH:11][CH:10]=[CH:9][CH:8]=2)=[N:5][S:4][N:3]=1.C[Si]([N-:17][Si](C)(C)C)(C)C.[Li+].Cl. (6) Given the product [F:1][C:2]1[CH:3]=[CH:4][C:5]([CH2:8][C:9]2[CH:18]=[C:17]3[C:12]([C:13]([OH:32])=[C:14]([C:28]([NH:37][CH2:36][CH2:35][O:34][CH3:33])=[O:29])[C:15](=[O:27])[N:16]3[C:19]3[CH:20]=[CH:21][C:22]([O:25][CH3:26])=[CH:23][CH:24]=3)=[N:11][CH:10]=2)=[CH:6][CH:7]=1, predict the reactants needed to synthesize it. The reactants are: [F:1][C:2]1[CH:7]=[CH:6][C:5]([CH2:8][C:9]2[CH:18]=[C:17]3[C:12]([C:13]([OH:32])=[C:14]([C:28](OC)=[O:29])[C:15](=[O:27])[N:16]3[C:19]3[CH:24]=[CH:23][C:22]([O:25][CH3:26])=[CH:21][CH:20]=3)=[N:11][CH:10]=2)=[CH:4][CH:3]=1.[CH3:33][O:34][CH2:35][CH2:36][NH2:37]. (7) The reactants are: [CH2:1]([C:3]1[CH:4]=[C:5]([CH:9]=[CH2:10])[CH:6]=[CH:7][CH:8]=1)[CH3:2].B#B.[Br:13]Br.C[O-].[Na+]. Given the product [Br:13][CH2:10][CH2:9][C:5]1[CH:6]=[CH:7][CH:8]=[C:3]([CH2:1][CH3:2])[CH:4]=1, predict the reactants needed to synthesize it.